Dataset: Peptide-MHC class II binding affinity with 134,281 pairs from IEDB. Task: Regression. Given a peptide amino acid sequence and an MHC pseudo amino acid sequence, predict their binding affinity value. This is MHC class II binding data. (1) The peptide sequence is MMIHTLEALDYKECE. The MHC is DRB1_0301 with pseudo-sequence DRB1_0301. The binding affinity (normalized) is 0.671. (2) The peptide sequence is DREVVANVIGLSGDS. The MHC is DRB1_0404 with pseudo-sequence DRB1_0404. The binding affinity (normalized) is 0.187. (3) The peptide sequence is LSLAVSSAVPTSWVP. The MHC is HLA-DQA10103-DQB10603 with pseudo-sequence HLA-DQA10103-DQB10603. The binding affinity (normalized) is 0.509. (4) The peptide sequence is CNRDGITLYICDKQS. The MHC is DRB1_0101 with pseudo-sequence DRB1_0101. The binding affinity (normalized) is 0. (5) The peptide sequence is FDKYGATISATPESA. The MHC is HLA-DPA10201-DPB10101 with pseudo-sequence HLA-DPA10201-DPB10101. The binding affinity (normalized) is 0.569. (6) The peptide sequence is EKKIFAATQFEPLAA. The MHC is HLA-DQA10501-DQB10201 with pseudo-sequence HLA-DQA10501-DQB10201. The binding affinity (normalized) is 0.351. (7) The peptide sequence is DKALQCGRHVDVFKLWLMWR. The MHC is DRB1_0401 with pseudo-sequence DRB1_0401. The binding affinity (normalized) is 0. (8) The binding affinity (normalized) is 0.842. The peptide sequence is FLHATDLLPAY. The MHC is HLA-DQA10102-DQB10602 with pseudo-sequence HLA-DQA10102-DQB10602.